This data is from Full USPTO retrosynthesis dataset with 1.9M reactions from patents (1976-2016). The task is: Predict the reactants needed to synthesize the given product. (1) Given the product [Cl:1][C:2]1[CH:3]=[CH:4][C:5]([N:8]2[C:33](=[O:32])[C:13]([CH3:16])([CH3:17])[C:12]3=[N:40][N:39]=[C:36]([CH3:37])[N:11]3[C:10]3[CH:19]=[CH:20][CH:21]=[CH:22][C:9]2=3)=[CH:6][CH:7]=1, predict the reactants needed to synthesize it. The reactants are: [Cl:1][C:2]1[CH:7]=[CH:6][C:5]([N:8]2C(=O)[C:13]([CH3:17])([CH3:16])[C:12](=O)[NH:11][C:10]3[CH:19]=[CH:20][CH:21]=[CH:22][C:9]2=3)=[CH:4][CH:3]=1.CC([O-])(C)C.[K+].P(Cl)(=O)([O:32][CH3:33])OC.[C:36]([NH:39][NH2:40])(=O)[CH3:37]. (2) Given the product [Cl:1][C:2]1[C:3]([C:4]([N:11]2[C:20]3[C:15](=[CH:16][CH:17]=[CH:18][CH:19]=3)[CH2:14][CH2:13][CH2:12]2)=[O:6])=[CH:7][CH:8]=[CH:9][N:10]=1, predict the reactants needed to synthesize it. The reactants are: [Cl:1][C:2]1[N:10]=[CH:9][CH:8]=[CH:7][C:3]=1[C:4]([OH:6])=O.[NH:11]1[C:20]2[C:15](=[CH:16][CH:17]=[CH:18][CH:19]=2)[CH2:14][CH2:13][CH2:12]1.C(N(CC)CC)C.[I-].ClC1C=CC=C[N+]=1C.C([O-])(O)=O.[Na+]. (3) Given the product [C:19]1([N:25]2[CH2:30][CH2:29][N:28]([CH2:1][C:3]3[CH:18]=[CH:17][C:6]([O:7][C:8]4[CH:16]=[CH:15][C:11]([C:12]([NH2:14])=[O:13])=[CH:10][N:9]=4)=[CH:5][CH:4]=3)[CH2:27][CH2:26]2)[CH:24]=[CH:23][CH:22]=[CH:21][CH:20]=1, predict the reactants needed to synthesize it. The reactants are: [CH:1]([C:3]1[CH:18]=[CH:17][C:6]([O:7][C:8]2[CH:16]=[CH:15][C:11]([C:12]([NH2:14])=[O:13])=[CH:10][N:9]=2)=[CH:5][CH:4]=1)=O.[C:19]1([N:25]2[CH2:30][CH2:29][NH:28][CH2:27][CH2:26]2)[CH:24]=[CH:23][CH:22]=[CH:21][CH:20]=1.[BH4-].[Na+]. (4) Given the product [NH2:22][C:17]1[C:16]([N+:23]([O-:25])=[O:24])=[C:15]([CH2:7][C:6]([OH:26])=[O:5])[CH:20]=[C:19]([F:21])[CH:18]=1, predict the reactants needed to synthesize it. The reactants are: C([O:5][C:6](=[O:26])[CH:7]([C:15]1[CH:20]=[C:19]([F:21])[CH:18]=[C:17]([NH2:22])[C:16]=1[N+:23]([O-:25])=[O:24])C(OC(C)(C)C)=O)(C)(C)C.O. (5) Given the product [Br:1][C:2]1[CH:3]=[CH:4][C:5]2[O:14][C:13]3[C:12](=[O:17])[NH:11][C:10]([Cl:16])=[N:9][C:8]=3[C:6]=2[CH:7]=1, predict the reactants needed to synthesize it. The reactants are: [Br:1][C:2]1[CH:3]=[CH:4][C:5]2[O:14][C:13]3[C:12](Cl)=[N:11][C:10]([Cl:16])=[N:9][C:8]=3[C:6]=2[CH:7]=1.[OH-:17].[Na+].Cl. (6) The reactants are: [Se](=O)=O.[O:4]1[CH2:9][CH2:8]OCC1.CC1[S:22][C:14]2[N:15]=[C:16]([S:20][CH3:21])[N:17]=[C:18]([NH2:19])[C:13]=2[CH:12]=1. Given the product [NH2:19][C:18]1[C:13]2[CH:12]=[C:8]([CH:9]=[O:4])[S:22][C:14]=2[N:15]=[C:16]([S:20][CH3:21])[N:17]=1, predict the reactants needed to synthesize it. (7) Given the product [Br:26]/[C:25](=[C:27](\[Br:28])/[CH:9]=[N:8]\[NH:7][C:6]1[CH:16]=[CH:17][C:18]([C:20]([F:21])([F:22])[F:23])=[CH:19][C:5]=1[S:2]([CH3:1])(=[O:3])=[O:4])/[C:24]([OH:32])=[O:31], predict the reactants needed to synthesize it. The reactants are: [CH3:1][S:2]([C:5]1[CH:19]=[C:18]([C:20]([F:23])([F:22])[F:21])[CH:17]=[CH:16][C:6]=1[NH:7][NH:8][C:9](=O)OC(C)(C)C)(=[O:4])=[O:3].[C:24]([OH:32])(=[O:31])/[C:25](=[C:27](\C=O)/[Br:28])/[Br:26]. (8) Given the product [Cl:5][C:6]1[C:14]2[N:13]=[C:12]3[N:15]([C:19]4[C:20]([CH3:28])=[N:21][C:22]([O:26][CH3:27])=[N:23][C:24]=4[CH3:25])[CH2:16][CH2:17][CH2:18][N:11]3[C:10]=2[C:9]([CH2:29][C:31]#[N:32])=[CH:8][CH:7]=1, predict the reactants needed to synthesize it. The reactants are: S(Cl)(Cl)=O.[Cl:5][C:6]1[C:14]2[N:13]=[C:12]3[N:15]([C:19]4[C:20]([CH3:28])=[N:21][C:22]([O:26][CH3:27])=[N:23][C:24]=4[CH3:25])[CH2:16][CH2:17][CH2:18][N:11]3[C:10]=2[C:9]([CH2:29]O)=[CH:8][CH:7]=1.[C-:31]#[N:32].[Na+].C(Cl)C1C=CC=CC=1.